This data is from Full USPTO retrosynthesis dataset with 1.9M reactions from patents (1976-2016). The task is: Predict the reactants needed to synthesize the given product. Given the product [CH:2]1([CH2:5][O:6][C:7]2[CH:15]=[CH:14][C:10]3[O:11][CH2:12][O:13][C:9]=3[C:8]=2[C:16]2[CH:21]=[CH:20][N:19]=[C:18]3[C:22]([C:26]([NH:28][CH:29]4[CH2:30][CH2:31][N:32]([C:35](=[O:38])[CH2:36][CH3:37])[CH2:33][CH2:34]4)=[O:27])=[C:23]([CH3:25])[NH:24][C:17]=23)[CH2:4][CH2:3]1, predict the reactants needed to synthesize it. The reactants are: Cl.[CH:2]1([CH2:5][O:6][C:7]2[CH:15]=[CH:14][C:10]3[O:11][CH2:12][O:13][C:9]=3[C:8]=2[C:16]2[CH:21]=[CH:20][N:19]=[C:18]3[C:22]([C:26]([NH:28][CH:29]4[CH2:34][CH2:33][NH:32][CH2:31][CH2:30]4)=[O:27])=[C:23]([CH3:25])[NH:24][C:17]=23)[CH2:4][CH2:3]1.[C:35](Cl)(=[O:38])[CH2:36][CH3:37].